This data is from Reaction yield outcomes from USPTO patents with 853,638 reactions. The task is: Predict the reaction yield, written as a fraction of the theoretical maximum amount of product (1.0 means a 100% yield; for example, 0.34 means a 34% yield). The reactants are [Cl:1][C:2]1[CH:3]=[C:4]2[C:10]([C:11]3[N:16]=[C:15]([NH:17][C@H:18]4[CH2:22][CH2:21][N:20](S(C)(=O)=O)[CH2:19]4)[C:14]([F:27])=[CH:13][N:12]=3)=[CH:9][NH:8][C:5]2=[N:6][CH:7]=1.[CH3:28][O:29][C:30](Cl)=[O:31]. No catalyst specified. The product is [Cl:1][C:2]1[CH:3]=[C:4]2[C:10]([C:11]3[N:16]=[C:15]([NH:17][C@H:18]4[CH2:22][CH2:21][N:20]([C:30]([O:29][CH3:28])=[O:31])[CH2:19]4)[C:14]([F:27])=[CH:13][N:12]=3)=[CH:9][NH:8][C:5]2=[N:6][CH:7]=1. The yield is 0.520.